Dataset: NCI-60 drug combinations with 297,098 pairs across 59 cell lines. Task: Regression. Given two drug SMILES strings and cell line genomic features, predict the synergy score measuring deviation from expected non-interaction effect. (1) Drug 1: COC1=CC(=CC(=C1O)OC)C2C3C(COC3=O)C(C4=CC5=C(C=C24)OCO5)OC6C(C(C7C(O6)COC(O7)C8=CC=CS8)O)O. Drug 2: C#CCC(CC1=CN=C2C(=N1)C(=NC(=N2)N)N)C3=CC=C(C=C3)C(=O)NC(CCC(=O)O)C(=O)O. Cell line: HOP-62. Synergy scores: CSS=24.8, Synergy_ZIP=-1.46, Synergy_Bliss=-1.76, Synergy_Loewe=-0.347, Synergy_HSA=-0.795. (2) Drug 1: CC1=C(C(CCC1)(C)C)C=CC(=CC=CC(=CC(=O)O)C)C. Drug 2: C1CN(P(=O)(OC1)NCCCl)CCCl. Cell line: IGROV1. Synergy scores: CSS=-3.88, Synergy_ZIP=1.06, Synergy_Bliss=-1.85, Synergy_Loewe=-4.15, Synergy_HSA=-4.15. (3) Drug 1: C(CC(=O)O)C(=O)CN.Cl. Drug 2: C1CNP(=O)(OC1)N(CCCl)CCCl. Cell line: SK-OV-3. Synergy scores: CSS=9.50, Synergy_ZIP=-4.43, Synergy_Bliss=1.18, Synergy_Loewe=3.13, Synergy_HSA=2.10.